This data is from Full USPTO retrosynthesis dataset with 1.9M reactions from patents (1976-2016). The task is: Predict the reactants needed to synthesize the given product. Given the product [CH2:1]([O:5][C:6]1[N:14]=[C:13]2[C:9]([N:10]=[C:11]([O:29][CH3:32])[N:12]2[C:15]2[CH:16]=[N:17][C:18]([O:21][CH2:22][CH2:23][CH2:24][CH2:25][OH:26])=[CH:19][CH:20]=2)=[C:8]([NH2:28])[N:7]=1)[CH2:2][CH2:3][CH3:4], predict the reactants needed to synthesize it. The reactants are: [CH2:1]([O:5][C:6]1[N:14]=[C:13]2[C:9]([N:10]=[C:11](Br)[N:12]2[C:15]2[CH:16]=[N:17][C:18]([O:21][CH2:22][CH2:23][CH2:24][CH2:25][OH:26])=[CH:19][CH:20]=2)=[C:8]([NH2:28])[N:7]=1)[CH2:2][CH2:3][CH3:4].[OH-:29].[Na+].Cl.[CH3:32]O.